Regression. Given two drug SMILES strings and cell line genomic features, predict the synergy score measuring deviation from expected non-interaction effect. From a dataset of NCI-60 drug combinations with 297,098 pairs across 59 cell lines. (1) Drug 1: CN1C2=C(C=C(C=C2)N(CCCl)CCCl)N=C1CCCC(=O)O.Cl. Drug 2: C1=NC2=C(N=C(N=C2N1C3C(C(C(O3)CO)O)F)Cl)N. Cell line: OVCAR-4. Synergy scores: CSS=5.63, Synergy_ZIP=3.92, Synergy_Bliss=-2.59, Synergy_Loewe=1.73, Synergy_HSA=-2.81. (2) Drug 1: C1=CC(=CC=C1CCCC(=O)O)N(CCCl)CCCl. Drug 2: B(C(CC(C)C)NC(=O)C(CC1=CC=CC=C1)NC(=O)C2=NC=CN=C2)(O)O. Cell line: SF-268. Synergy scores: CSS=4.89, Synergy_ZIP=-5.37, Synergy_Bliss=-0.797, Synergy_Loewe=-4.40, Synergy_HSA=-4.85. (3) Drug 1: CC12CCC(CC1=CCC3C2CCC4(C3CC=C4C5=CN=CC=C5)C)O. Drug 2: CN(C)C1=NC(=NC(=N1)N(C)C)N(C)C. Cell line: HS 578T. Synergy scores: CSS=-7.01, Synergy_ZIP=2.63, Synergy_Bliss=-2.28, Synergy_Loewe=-14.6, Synergy_HSA=-9.79.